This data is from Full USPTO retrosynthesis dataset with 1.9M reactions from patents (1976-2016). The task is: Predict the reactants needed to synthesize the given product. Given the product [C:1]([N:4]1[CH2:9][CH2:8][CH:7]([N:10]([C:25]([O:24][C:20]([CH3:23])([CH3:22])[CH3:21])=[O:26])[N:11]([C:12](=[O:19])[C:13]2[CH:14]=[CH:15][CH:16]=[CH:17][CH:18]=2)[C:25]([O:24][C:20]([CH3:23])([CH3:22])[CH3:21])=[O:26])[CH2:6][CH2:5]1)(=[O:3])[CH3:2], predict the reactants needed to synthesize it. The reactants are: [C:1]([N:4]1[CH2:9][CH2:8][CH:7]([NH:10][NH:11][C:12](=[O:19])[C:13]2[CH:18]=[CH:17][CH:16]=[CH:15][CH:14]=2)[CH2:6][CH2:5]1)(=[O:3])[CH3:2].[C:20]([O:24][C:25](O[C:25]([O:24][C:20]([CH3:23])([CH3:22])[CH3:21])=[O:26])=[O:26])([CH3:23])([CH3:22])[CH3:21].